This data is from Full USPTO retrosynthesis dataset with 1.9M reactions from patents (1976-2016). The task is: Predict the reactants needed to synthesize the given product. (1) Given the product [Cl:1][C:2]1[CH:3]=[C:4]([CH:21]=[C:22]([Cl:25])[C:23]=1[OH:24])[C:5]([N:7]1[C:12]2[CH:13]=[CH:14][C:15]([C:17]([OH:19])=[O:18])=[CH:16][C:11]=2[O:10][CH2:9][CH2:8]1)=[O:6], predict the reactants needed to synthesize it. The reactants are: [Cl:1][C:2]1[CH:3]=[C:4]([CH:21]=[C:22]([Cl:25])[C:23]=1[OH:24])[C:5]([N:7]1[C:12]2[CH:13]=[CH:14][C:15]([C:17]([O:19]C)=[O:18])=[CH:16][C:11]=2[O:10][CH2:9][CH2:8]1)=[O:6].[OH-].[Na+]. (2) Given the product [CH2:10]([O:9][C:6]1[C:7]([F:8])=[C:2]([O:27][C:22]2[CH:23]=[CH:24][CH:25]=[CH:26][C:21]=2[Cl:20])[N:3]=[CH:4][N:5]=1)[C:11]#[C:12][CH3:13], predict the reactants needed to synthesize it. The reactants are: Cl[C:2]1[C:7]([F:8])=[C:6]([O:9][CH2:10][C:11]#[C:12][CH3:13])[N:5]=[CH:4][N:3]=1.C(=O)([O-])[O-].[K+].[K+].[Cl:20][C:21]1[CH:26]=[CH:25][CH:24]=[CH:23][C:22]=1[OH:27].[Cl-].[NH4+]. (3) Given the product [Cl:30][C:15]1[C:16](=[O:29])[N:17]([C:21]2[C:22]([F:28])=[CH:23][CH:24]=[CH:25][C:26]=2[F:27])[C:18]([CH3:20])=[CH:19][C:14]=1[O:13][CH2:12][C:11]1[CH:31]=[CH:32][C:33]([F:35])=[CH:34][C:10]=1[CH2:9][NH:8][C:50]([NH:49][C:43]1[CH:48]=[CH:47][CH:46]=[CH:45][CH:44]=1)=[O:51], predict the reactants needed to synthesize it. The reactants are: FC(F)(F)C(O)=O.[NH2:8][CH2:9][C:10]1[CH:34]=[C:33]([F:35])[CH:32]=[CH:31][C:11]=1[CH2:12][O:13][C:14]1[CH:19]=[C:18]([CH3:20])[N:17]([C:21]2[C:26]([F:27])=[CH:25][CH:24]=[CH:23][C:22]=2[F:28])[C:16](=[O:29])[C:15]=1[Cl:30].CN1CCOCC1.[C:43]1([N:49]=[C:50]=[O:51])[CH:48]=[CH:47][CH:46]=[CH:45][CH:44]=1.